From a dataset of Full USPTO retrosynthesis dataset with 1.9M reactions from patents (1976-2016). Predict the reactants needed to synthesize the given product. (1) Given the product [CH3:9][NH:7][C:2]1[CH:3]=[CH:4][CH:5]=[CH:6][C:1]=1[NH2:8], predict the reactants needed to synthesize it. The reactants are: [C:1]1([NH2:8])[CH:6]=[CH:5][CH:4]=[CH:3][C:2]=1[NH2:7].[C:9](=O)(OC)OC. (2) Given the product [CH3:18][C:17]1[C:14]2[C:9](=[CH:10][CH:11]=[CH:12][CH:13]=2)[CH2:8][C:7]([CH3:15])([CH3:6])[N:19]=1, predict the reactants needed to synthesize it. The reactants are: S(=O)(=O)(O)O.[CH3:6][C:7](O)([CH3:15])[CH2:8][C:9]1[CH:14]=[CH:13][CH:12]=[CH:11][CH:10]=1.[C:17](#[N:19])[CH3:18].